Dataset: Full USPTO retrosynthesis dataset with 1.9M reactions from patents (1976-2016). Task: Predict the reactants needed to synthesize the given product. (1) Given the product [CH3:1][C:2]1[N:3]([CH2:19][C:20]2[CH:21]=[N:22][CH:23]=[CH:24][CH:25]=2)[CH:4]=[C:5]([C:7]#[C:8][C:9]2[CH:10]=[C:11]([CH:14]=[CH:15][CH:16]=2)[C:12]#[N:13])[N:6]=1, predict the reactants needed to synthesize it. The reactants are: [CH3:1][C:2]1[NH:3][CH:4]=[C:5]([C:7]#[C:8][C:9]2[CH:10]=[C:11]([CH:14]=[CH:15][CH:16]=2)[C:12]#[N:13])[N:6]=1.Br.Br[CH2:19][C:20]1[CH:21]=[N:22][CH:23]=[CH:24][CH:25]=1. (2) Given the product [Cl:9][C:10]1[CH:11]=[C:12]([S:17]([NH:1][C:2]2[O:6][N:5]=[C:4]([CH3:7])[C:3]=2[Br:8])(=[O:18])=[O:19])[CH:13]=[CH:14][C:15]=1[Cl:16], predict the reactants needed to synthesize it. The reactants are: [NH2:1][C:2]1[O:6][N:5]=[C:4]([CH3:7])[C:3]=1[Br:8].[Cl:9][C:10]1[CH:11]=[C:12]([S:17](Cl)(=[O:19])=[O:18])[CH:13]=[CH:14][C:15]=1[Cl:16]. (3) Given the product [Cl:1][C:2]1[CH:3]=[CH:4][C:5]([CH2:9][OH:10])=[C:6]([O:8][CH2:12][CH2:13][CH3:14])[CH:7]=1, predict the reactants needed to synthesize it. The reactants are: [Cl:1][C:2]1[CH:3]=[CH:4][C:5]([CH2:9][OH:10])=[C:6]([OH:8])[CH:7]=1.I[CH2:12][CH2:13][CH3:14].C([O-])([O-])=O.[K+].[K+]. (4) Given the product [OH:8][N:9]1[C:15](=[O:16])[N:14]2[CH2:17][C@H:10]1[CH2:11][CH2:12][C@@H:13]2[C:18]([NH:20][NH:21][C:22]([C:24]1[CH:29]=[CH:28][CH:27]=[CH:26][CH:25]=1)=[O:23])=[O:19], predict the reactants needed to synthesize it. The reactants are: C([O:8][N:9]1[C:15](=[O:16])[N:14]2[CH2:17][C@H:10]1[CH2:11][CH2:12][C@@H:13]2[C:18]([NH:20][NH:21][C:22]([C:24]1[CH:29]=[CH:28][CH:27]=[CH:26][CH:25]=1)=[O:23])=[O:19])C1C=CC=CC=1.[H][H]. (5) Given the product [NH2:22][C@@H:17]1[C:16](=[O:40])[O:15][C@H:14]([C:41]2[CH:46]=[CH:45][CH:44]=[CH:43][CH:42]=2)[CH2:13][NH:12][C:11](=[O:47])[C@H:10]([CH2:9][C:8]([NH:7][CH2:6][C:5]2[CH:49]=[CH:50][C:2]([Cl:1])=[CH:3][CH:4]=2)=[O:48])[CH2:21][CH:20]=[CH:19][CH2:18]1, predict the reactants needed to synthesize it. The reactants are: [Cl:1][C:2]1[CH:50]=[CH:49][C:5]([CH2:6][NH:7][C:8](=[O:48])[CH2:9][C@@H:10]2[CH2:21][CH:20]=[CH:19][CH2:18][C@H:17]([NH:22]C(=O)OCC3C4C=CC=CC=4C4C3=CC=CC=4)[C:16](=[O:40])[O:15][C@H:14]([C:41]3[CH:46]=[CH:45][CH:44]=[CH:43][CH:42]=3)[CH2:13][NH:12][C:11]2=[O:47])=[CH:4][CH:3]=1.N1CCCCC1. (6) Given the product [Cl:1][C:2]1[N:7]=[CH:6][C:5]([NH2:8])=[C:4]([C:11]#[C:10][C:12]2([CH3:15])[CH2:14][CH2:13]2)[CH:3]=1, predict the reactants needed to synthesize it. The reactants are: [Cl:1][C:2]1[N:7]=[CH:6][C:5]([NH2:8])=[C:4](I)[CH:3]=1.[C:10]([C:12]1([CH3:15])[CH2:14][CH2:13]1)#[CH:11]. (7) Given the product [CH3:29][C:28]1[CH:27]=[C:26]([CH3:30])[NH:25][C:24](=[O:31])[C:23]=1[CH2:22][NH:21][C:13]([C:12]1[C:7]2[CH:6]=[N:5][N:4]([CH:2]([CH3:1])[CH3:3])[C:8]=2[N:9]=[C:10]([C:16]2[CH:20]=[CH:19][S:18][CH:17]=2)[CH:11]=1)=[O:15], predict the reactants needed to synthesize it. The reactants are: [CH3:1][CH:2]([N:4]1[C:8]2[N:9]=[C:10]([C:16]3[CH:20]=[CH:19][S:18][CH:17]=3)[CH:11]=[C:12]([C:13]([OH:15])=O)[C:7]=2[CH:6]=[N:5]1)[CH3:3].[NH2:21][CH2:22][C:23]1[C:24](=[O:31])[NH:25][C:26]([CH3:30])=[CH:27][C:28]=1[CH3:29].CN1CCOCC1.ON1C2N=CC=CC=2N=N1.C(Cl)CCl. (8) Given the product [NH2:14][C:9]1[CH:10]=[CH:11][CH:12]=[C:13]2[C:8]=1[C:7](=[O:17])[C:6]1([NH:18][C:19](=[O:27])[C:20]3[CH:21]=[CH:22][C:23]([CH3:26])=[CH:24][CH:25]=3)[C:5]3[CH:28]=[CH:29][C:30]([CH:32]([CH3:33])[CH3:34])=[CH:31][C:4]=3[O:3][C:2]12[OH:1], predict the reactants needed to synthesize it. The reactants are: [OH:1][C:2]12[C:13]3[C:8](=[C:9]([N+:14]([O-])=O)[CH:10]=[CH:11][CH:12]=3)[C:7](=[O:17])[C:6]1([NH:18][C:19](=[O:27])[C:20]1[CH:25]=[CH:24][C:23]([CH3:26])=[CH:22][CH:21]=1)[C:5]1[CH:28]=[CH:29][C:30]([CH:32]([CH3:34])[CH3:33])=[CH:31][C:4]=1[O:3]2.O. (9) Given the product [NH:1]([C:8]1[C:13]([Br:14])=[CH:12][N:11]=[C:10]([NH:16][C:17]2[CH:25]=[CH:24][CH:23]=[C:19]([C:20]([OH:22])=[O:21])[CH:18]=2)[N:9]=1)[C:2]1[CH:7]=[CH:6][CH:5]=[CH:4][CH:3]=1, predict the reactants needed to synthesize it. The reactants are: [NH:1]([C:8]1[C:13]([Br:14])=[CH:12][N:11]=[C:10](Cl)[N:9]=1)[C:2]1[CH:7]=[CH:6][CH:5]=[CH:4][CH:3]=1.[NH2:16][C:17]1[CH:18]=[C:19]([CH:23]=[CH:24][CH:25]=1)[C:20]([OH:22])=[O:21].